Dataset: Forward reaction prediction with 1.9M reactions from USPTO patents (1976-2016). Task: Predict the product of the given reaction. (1) Given the reactants ClC[C:3]([N:5]([CH2:16][CH:17]1[C:25]2[C:20](=[CH:21][C:22]([C:26]#[N:27])=[CH:23][CH:24]=2)[CH2:19][CH2:18]1)[CH2:6][CH2:7][NH:8][C:9](=O)OC(C)(C)C)=[O:4].CCO.C([O-])([O-])=O.[K+].[K+], predict the reaction product. The product is: [O:4]=[C:3]1[CH2:9][NH:8][CH2:7][CH2:6][N:5]1[CH2:16][CH:17]1[C:25]2[C:20](=[CH:21][C:22]([C:26]#[N:27])=[CH:23][CH:24]=2)[CH2:19][CH2:18]1. (2) The product is: [CH3:21][CH:19]([S:16]([C:8]1[CH:7]=[C:6]([CH:11]=[C:10]([NH:12][CH2:13][C:14]#[CH:15])[N:9]=1)[C:5]([OH:22])=[O:4])(=[O:18])=[O:17])[CH3:20]. Given the reactants [OH-].[Li+].C[O:4][C:5](=[O:22])[C:6]1[CH:11]=[C:10]([NH:12][CH2:13][C:14]#[CH:15])[N:9]=[C:8]([S:16]([CH:19]([CH3:21])[CH3:20])(=[O:18])=[O:17])[CH:7]=1, predict the reaction product. (3) The product is: [CH2:16]([O:18][C:19]([C:21]1[NH:22][C:23]2[C:28]([C:29]=1[CH:9]=[O:10])=[CH:27][CH:26]=[CH:25][CH:24]=2)=[O:20])[CH3:17]. Given the reactants CN([CH:9]=[O:10])C1C=CC=CC=1.O=P(Cl)(Cl)Cl.[CH2:16]([O:18][C:19]([C:21]1[NH:22][C:23]2[C:28]([CH:29]=1)=[CH:27][CH:26]=[CH:25][CH:24]=2)=[O:20])[CH3:17].CC([O-])=O.[Na+], predict the reaction product. (4) Given the reactants [OH:1][C:2]1[CH:7]=[C:6]([O:8][CH2:9][CH2:10][O:11][CH3:12])[CH:5]=[CH:4][C:3]=1/[CH:13]=[CH:14]/[C:15]([O:17][CH2:18][CH3:19])=[O:16].Cl[C:21]1[C:26]([CH3:27])=[CH:25][C:24]([N+:28]([O-:30])=[O:29])=[CH:23][N:22]=1.C(=O)([O-])[O-].[K+].[K+].O, predict the reaction product. The product is: [CH3:12][O:11][CH2:10][CH2:9][O:8][C:6]1[CH:5]=[CH:4][C:3](/[CH:13]=[CH:14]/[C:15]([O:17][CH2:18][CH3:19])=[O:16])=[C:2]([O:1][C:21]2[C:26]([CH3:27])=[CH:25][C:24]([N+:28]([O-:30])=[O:29])=[CH:23][N:22]=2)[CH:7]=1.